This data is from Acute oral toxicity (LD50) regression data from Zhu et al.. The task is: Regression/Classification. Given a drug SMILES string, predict its toxicity properties. Task type varies by dataset: regression for continuous values (e.g., LD50, hERG inhibition percentage) or binary classification for toxic/non-toxic outcomes (e.g., AMES mutagenicity, cardiotoxicity, hepatotoxicity). Dataset: ld50_zhu. (1) The compound is CCC(C)(N)C#N. The rat oral LD50 is 3.12, given as -log10 of the dose in mol/kg body weight (higher means more acutely toxic). (2) The compound is CC(=O)Nc1cccc2c3c([nH]c12)CCCC3. The rat oral LD50 is 1.77, given as -log10 of the dose in mol/kg body weight (higher means more acutely toxic).